From a dataset of Forward reaction prediction with 1.9M reactions from USPTO patents (1976-2016). Predict the product of the given reaction. (1) Given the reactants Cl[C:2]1[C:3]2[C:10]([I:11])=[CH:9][N:8]([S:12]([C:15]3[CH:20]=[CH:19][CH:18]=[CH:17][CH:16]=3)(=[O:14])=[O:13])[C:4]=2[N:5]=[CH:6][N:7]=1.C([O-])([O-])=O.[K+].[K+].[CH3:27][O:28][C:29]1[CH:36]=[CH:35][C:32]([CH2:33][NH2:34])=[CH:31][CH:30]=1, predict the reaction product. The product is: [I:11][C:10]1[C:3]2[C:2]([NH:34][CH2:33][C:32]3[CH:35]=[CH:36][C:29]([O:28][CH3:27])=[CH:30][CH:31]=3)=[N:7][CH:6]=[N:5][C:4]=2[N:8]([S:12]([C:15]2[CH:20]=[CH:19][CH:18]=[CH:17][CH:16]=2)(=[O:14])=[O:13])[CH:9]=1. (2) The product is: [CH2:22]([O:1][C:2]1[CH:7]=[C:6]([O:8][CH2:9][CH2:10][O:11][CH3:12])[CH:5]=[CH:4][C:3]=1[C:13](=[O:15])[CH3:14])[C:23]1[CH:28]=[CH:27][CH:26]=[CH:25][CH:24]=1. Given the reactants [OH:1][C:2]1[CH:7]=[C:6]([O:8][CH2:9][CH2:10][O:11][CH3:12])[CH:5]=[CH:4][C:3]=1[C:13](=[O:15])[CH3:14].C(=O)([O-])[O-].[K+].[K+].[CH2:22](Br)[C:23]1[CH:28]=[CH:27][CH:26]=[CH:25][CH:24]=1.[Cl-].[NH4+], predict the reaction product. (3) Given the reactants CC1C=CC(S(O[CH2:12][CH2:13][CH2:14][CH2:15][C:16]2[C:24]3[C:19](=[CH:20][CH:21]=[C:22]([F:25])[CH:23]=3)[NH:18][CH:17]=2)(=O)=O)=CC=1.[N:26]1([C:32]2[N:37]=[C:36]([C:38]#[N:39])[CH:35]=[CH:34][N:33]=2)[CH2:31][CH2:30][NH:29][CH2:28][CH2:27]1.C(=O)([O-])[O-].[K+].[K+].[I-].[K+], predict the reaction product. The product is: [F:25][C:22]1[CH:23]=[C:24]2[C:19](=[CH:20][CH:21]=1)[NH:18][CH:17]=[C:16]2[CH2:15][CH2:14][CH2:13][CH2:12][N:29]1[CH2:30][CH2:31][N:26]([C:32]2[N:37]=[C:36]([C:38]#[N:39])[CH:35]=[CH:34][N:33]=2)[CH2:27][CH2:28]1. (4) The product is: [Cl:24][C:13]1[C:12]2[C:17](=[CH:18][C:9]([O:8][CH2:7][CH2:6][N:1]3[CH:5]=[CH:4][N:3]=[CH:2]3)=[C:10]([O:20][CH3:21])[CH:11]=2)[N:16]=[CH:15][N:14]=1. Given the reactants [N:1]1([CH2:6][CH2:7][O:8][C:9]2[CH:18]=[C:17]3[C:12]([C:13](=O)[NH:14][CH:15]=[N:16]3)=[CH:11][C:10]=2[O:20][CH3:21])[CH:5]=[CH:4][N:3]=[CH:2]1.S(Cl)([Cl:24])=O.CN(C=O)C, predict the reaction product. (5) Given the reactants Cl.[NH:2]1[CH2:7][CH2:6][CH:5]([C:8]2[O:12][C:11]([OH:13])=[N:10][N:9]=2)[CH2:4][CH2:3]1.Cl[C:15]1[N:20]=[CH:19][C:18]([B:21]([OH:23])[OH:22])=[CH:17][N:16]=1, predict the reaction product. The product is: [OH:13][C:11]1[O:12][C:8]([CH:5]2[CH2:4][CH2:3][N:2]([C:15]3[N:20]=[CH:19][C:18]([B:21]([OH:23])[OH:22])=[CH:17][N:16]=3)[CH2:7][CH2:6]2)=[N:9][N:10]=1.